The task is: Predict the reactants needed to synthesize the given product.. This data is from Full USPTO retrosynthesis dataset with 1.9M reactions from patents (1976-2016). (1) Given the product [NH:28]1[CH2:29][CH:26]([C:24]2[NH:25][C:21]([C:19]3[CH:20]=[C:15]([CH:16]=[CH:17][C:18]=3[CH3:38])[C:13]([N:11]3[CH2:10][CH:9]([C:6]4[CH:7]=[CH:8][C:3]([C:1]#[N:2])=[CH:4][CH:5]=4)[CH2:12]3)=[O:14])=[C:22]([CH3:37])[N:23]=2)[CH2:27]1, predict the reactants needed to synthesize it. The reactants are: [C:1]([C:3]1[CH:8]=[CH:7][C:6]([CH:9]2[CH2:12][N:11]([C:13]([C:15]3[CH:16]=[CH:17][C:18]([CH3:38])=[C:19]([C:21]4[NH:25][C:24]([CH:26]5[CH2:29][N:28](C(OC(C)(C)C)=O)[CH2:27]5)=[N:23][C:22]=4[CH3:37])[CH:20]=3)=[O:14])[CH2:10]2)=[CH:5][CH:4]=1)#[N:2].Cl. (2) Given the product [NH2:34][CH2:35][C:36]([NH:1][CH2:2][C:3]1([OH:26])[CH2:8][CH2:7][N:6]([CH2:9][C:10]2[CH:15]=[C:14]([Br:16])[CH:13]=[CH:12][C:11]=2[O:17][CH2:18][C:19]2[CH:20]=[CH:21][C:22]([Cl:25])=[CH:23][CH:24]=2)[CH2:5][CH2:4]1)=[O:37], predict the reactants needed to synthesize it. The reactants are: [NH2:1][CH2:2][C:3]1([OH:26])[CH2:8][CH2:7][N:6]([CH2:9][C:10]2[CH:15]=[C:14]([Br:16])[CH:13]=[CH:12][C:11]=2[O:17][CH2:18][C:19]2[CH:24]=[CH:23][C:22]([Cl:25])=[CH:21][CH:20]=2)[CH2:5][CH2:4]1.C([NH:34][CH2:35][C:36](O)=[O:37])(OC(C)(C)C)=O.CCN(CC)CC.CN(C(ON1N=NC2C=CC=NC1=2)=[N+](C)C)C.F[P-](F)(F)(F)(F)F. (3) The reactants are: Br[C:2]1[CH:3]=[CH:4][C:5]([F:10])=[C:6]([CH:9]=1)[C:7]#[N:8].[C:11]1([C:17]([C:20]2[CH:25]=[CH:24][CH:23]=[CH:22][CH:21]=2)=[N:18][NH2:19])[CH:16]=[CH:15][CH:14]=[CH:13][CH:12]=1.C([O-])([O-])=O.[Cs+].[Cs+]. Given the product [C:11]1([C:17]([C:20]2[CH:25]=[CH:24][CH:23]=[CH:22][CH:21]=2)=[N:18][NH:19][C:2]2[CH:3]=[CH:4][C:5]([F:10])=[C:6]([CH:9]=2)[C:7]#[N:8])[CH:12]=[CH:13][CH:14]=[CH:15][CH:16]=1, predict the reactants needed to synthesize it. (4) Given the product [CH3:8][O:9][C:10]([CH:3]1[C:4](=[O:7])[CH2:5][CH2:6][O:1][CH2:2]1)=[O:11], predict the reactants needed to synthesize it. The reactants are: [O:1]1[CH2:6][CH2:5][C:4](=[O:7])[CH2:3][CH2:2]1.[CH3:8][O:9][C:10](=O)[O:11]C.CC(C)([O-])C.[K+].